This data is from Peptide-MHC class II binding affinity with 134,281 pairs from IEDB. The task is: Regression. Given a peptide amino acid sequence and an MHC pseudo amino acid sequence, predict their binding affinity value. This is MHC class II binding data. (1) The binding affinity (normalized) is 0.403. The MHC is DRB1_1501 with pseudo-sequence DRB1_1501. The peptide sequence is KGLPIRYQTTATKSE. (2) The peptide sequence is SKGGMRNVFDEVIPT. The MHC is DRB1_1101 with pseudo-sequence DRB1_1101. The binding affinity (normalized) is 0.205. (3) The peptide sequence is LLGQNTAAIAAIEAQ. The MHC is HLA-DQA10101-DQB10501 with pseudo-sequence HLA-DQA10101-DQB10501. The binding affinity (normalized) is 0.